Task: Predict the product of the given reaction.. Dataset: Forward reaction prediction with 1.9M reactions from USPTO patents (1976-2016) (1) Given the reactants Br[C:2]1[C:3]([CH:8]=[O:9])=[N:4][CH:5]=[CH:6][CH:7]=1.[CH3:10][C:11]1[CH:16]=[CH:15][C:14](B(O)O)=[CH:13][CH:12]=1.C([O-])([O-])=O.[Na+].[Na+], predict the reaction product. The product is: [C:11]1([CH3:10])[CH:16]=[CH:15][C:14]([C:2]2[C:3]([CH:8]=[O:9])=[N:4][CH:5]=[CH:6][CH:7]=2)=[CH:13][CH:12]=1. (2) The product is: [CH3:31][CH2:30][C:29]([O:28][C@@H:27]1[C@@H:33]([CH2:35][O:36][C:37](=[O:39])[CH3:38])[O:34][C@@H:21]([N:19]2[CH:18]=[C:17]3[NH:8][C:9](=[O:41])[C:10]4[C:11](=[O:40])[NH:12][N:13]=[CH:14][C:15]([C:16]=43)=[N:20]2)[C@@H:22]1[O:23][C:24](=[O:26])[CH3:25])=[O:32]. Given the reactants C(OC([N:8]1[C:17]2=[CH:18][N:19]([C@@H:21]3[O:34][C@H:33]([CH2:35][O:36][C:37](=[O:39])[CH3:38])[C@@H:27]([O:28][C:29](=[O:32])[CH2:30][CH3:31])[C@H:22]3[O:23][C:24](=[O:26])[CH3:25])[N:20]=[C:15]3[C:16]2=[C:10]([C:11](=[O:40])[NH:12][N:13]=[CH:14]3)[C:9]1=[O:41])=O)(C)(C)C.C(O)(C(F)(F)F)=O, predict the reaction product. (3) Given the reactants [CH2:1]1[C:14]2[C:13]3[CH:12]=[CH:11][CH:10]=[CH:9][C:8]=3[NH:7][C:6]=2[CH:5]2[CH2:15][CH2:16][N:2]1[CH2:3][CH2:4]2.Br[C:18]1[CH:19]=[C:20]2[C:25](=[CH:26][CH:27]=1)[N:24]=[CH:23][N:22]=[C:21]2[O:28]C, predict the reaction product. The product is: [CH2:1]1[C:14]2[C:13]3[CH:12]=[CH:11][CH:10]=[CH:9][C:8]=3[N:7]([C:18]3[CH:19]=[C:20]4[C:25](=[CH:26][CH:27]=3)[N:24]=[CH:23][N:22]=[C:21]4[OH:28])[C:6]=2[CH:5]2[CH2:4][CH2:3][N:2]1[CH2:16][CH2:15]2.